This data is from Reaction yield outcomes from USPTO patents with 853,638 reactions. The task is: Predict the reaction yield, written as a fraction of the theoretical maximum amount of product (1.0 means a 100% yield; for example, 0.34 means a 34% yield). (1) The reactants are [N+:1]([C:4]1[S:8][C:7]([CH:9]=[O:10])=[CH:6][C:5]=1[C:11]1[NH:15][N:14]=[CH:13][CH:12]=1)([O-])=O.S(S([O-])=O)([O-])=O.[Na+].[Na+]. The catalyst is C(O)C.O. The product is [NH2:1][C:4]1[S:8][C:7]([CH:9]=[O:10])=[CH:6][C:5]=1[C:11]1[CH:12]=[CH:13][NH:14][N:15]=1. The yield is 0.420. (2) The reactants are Br[C:2]1[CH:7]=[CH:6][C:5]([OH:8])=[CH:4][CH:3]=1.C(N(CC)CC)C.[CH2:16]=[C:17]1[CH2:20][CH:19]([C:21]([O:23][CH2:24][C:25]2[CH:30]=[CH:29][CH:28]=[CH:27][CH:26]=2)=[O:22])[CH2:18]1. The catalyst is C([O-])(=O)C.[Pd+2].C([O-])(=O)C.CC1C(P(C2C(C)=CC=CC=2)C2C(C)=CC=CC=2)=CC=CC=1.CCOC(C)=O. The product is [OH:8][C:5]1[CH:6]=[CH:7][C:2]([CH:16]=[C:17]2[CH2:20][CH:19]([C:21]([O:23][CH2:24][C:25]3[CH:26]=[CH:27][CH:28]=[CH:29][CH:30]=3)=[O:22])[CH2:18]2)=[CH:3][CH:4]=1. The yield is 0.580.